This data is from Peptide-MHC class I binding affinity with 185,985 pairs from IEDB/IMGT. The task is: Regression. Given a peptide amino acid sequence and an MHC pseudo amino acid sequence, predict their binding affinity value. This is MHC class I binding data. (1) The peptide sequence is VLCNSQTSLR. The MHC is HLA-A33:01 with pseudo-sequence HLA-A33:01. The binding affinity (normalized) is 0.346. (2) The peptide sequence is KHTLFRYVY. The MHC is Mamu-B17 with pseudo-sequence Mamu-B17. The binding affinity (normalized) is 0.273. (3) The peptide sequence is RLYEWQHVS. The MHC is HLA-A02:01 with pseudo-sequence HLA-A02:01. The binding affinity (normalized) is 0.733. (4) The peptide sequence is QEIDHLVSQGI. The MHC is Mamu-B17 with pseudo-sequence Mamu-B17. The binding affinity (normalized) is 0. (5) The peptide sequence is KMFTFWYMR. The MHC is HLA-A31:01 with pseudo-sequence HLA-A31:01. The binding affinity (normalized) is 0.936. (6) The peptide sequence is IPRQWHPFA. The MHC is HLA-B44:02 with pseudo-sequence HLA-B44:02. The binding affinity (normalized) is 0.0847. (7) The peptide sequence is IQQLPETYF. The MHC is HLA-B08:01 with pseudo-sequence HLA-B08:01. The binding affinity (normalized) is 0.0847. (8) The peptide sequence is KTWMDIEGR. The MHC is HLA-A33:01 with pseudo-sequence HLA-A33:01. The binding affinity (normalized) is 0.312. (9) The peptide sequence is EEIDWIKTD. The MHC is HLA-B44:02 with pseudo-sequence HLA-B44:02. The binding affinity (normalized) is 0.0847.